Dataset: Reaction yield outcomes from USPTO patents with 853,638 reactions. Task: Predict the reaction yield, written as a fraction of the theoretical maximum amount of product (1.0 means a 100% yield; for example, 0.34 means a 34% yield). (1) The reactants are C([O:3][C:4]([C:6]1[C:11]([NH:12][C:13]2[CH:18]=[CH:17][C:16]([CH3:19])=[CH:15][C:14]=2[F:20])=[C:10]([CH3:21])[C:9](=[O:22])[N:8]([CH3:23])[C:7]=1[CH2:24]Br)=O)C.[NH3:26]. The catalyst is CO. The product is [F:20][C:14]1[CH:15]=[C:16]([CH3:19])[CH:17]=[CH:18][C:13]=1[NH:12][C:11]1[C:6]2[C:4](=[O:3])[NH:26][CH2:24][C:7]=2[N:8]([CH3:23])[C:9](=[O:22])[C:10]=1[CH3:21]. The yield is 0.460. (2) The reactants are C(O[CH:4](O)[C:5]([C:7]1[CH:8]=[C:9]([NH:13][S:14]([C:17]2[CH:22]=[CH:21][CH:20]=[CH:19][CH:18]=2)(=[O:16])=[O:15])[CH:10]=[CH:11][CH:12]=1)=[O:6])C.Cl.[N:25]1([CH2:34][CH2:35][C:36]([NH2:39])([CH3:38])[CH3:37])[C:29]2[CH:30]=[CH:31][CH:32]=[CH:33][C:28]=2[N:27]=[CH:26]1.[BH4-].[Na+].O. The catalyst is C(O)C. The product is [N:25]1([CH2:34][CH2:35][C:36]([NH:39][CH2:4][CH:5]([C:7]2[CH:8]=[C:9]([NH:13][S:14]([C:17]3[CH:18]=[CH:19][CH:20]=[CH:21][CH:22]=3)(=[O:15])=[O:16])[CH:10]=[CH:11][CH:12]=2)[OH:6])([CH3:37])[CH3:38])[C:29]2[CH:30]=[CH:31][CH:32]=[CH:33][C:28]=2[N:27]=[CH:26]1. The yield is 0.400. (3) The reactants are [NH2:1][C:2]1[C:7]2[C:8]([C:11]3[CH:16]=[CH:15][C:14]([NH:17][C:18](=[O:24])[O:19][C:20]([CH3:23])([CH3:22])[CH3:21])=[CH:13][CH:12]=3)=[CH:9][S:10][C:6]=2[C:5](I)=[CH:4][N:3]=1.[N:26]1[CH:31]=[CH:30][C:29](B(O)O)=[CH:28][CH:27]=1.C([O-])([O-])=O.[Na+].[Na+]. The catalyst is C1COCC1.CO.O.C1C=CC(P(C2C=CC=CC=2)[C-]2C=CC=C2)=CC=1.C1C=CC(P(C2C=CC=CC=2)[C-]2C=CC=C2)=CC=1.Cl[Pd]Cl.[Fe+2]. The product is [NH2:1][C:2]1[C:7]2[C:8]([C:11]3[CH:16]=[CH:15][C:14]([NH:17][C:18](=[O:24])[O:19][C:20]([CH3:23])([CH3:22])[CH3:21])=[CH:13][CH:12]=3)=[CH:9][S:10][C:6]=2[C:5]([C:29]2[CH:30]=[CH:31][N:26]=[CH:27][CH:28]=2)=[CH:4][N:3]=1. The yield is 0.460. (4) The reactants are Cl[CH2:2][CH2:3][N:4]1[C:12]2[C:7](=[CH:8][C:9]([O:13][CH3:14])=[CH:10][CH:11]=2)[C:6]([CH:15]=[O:16])=[C:5]1[C:17]1[C:18]([CH3:24])=[N:19][N:20]([CH3:23])[C:21]=1[CH3:22].[CH3:25][N:26]([CH3:31])[CH2:27][CH2:28][NH:29][CH3:30].Cl. The catalyst is O. The product is [CH3:25][N:26]([CH3:31])[CH2:27][CH2:28][N:29]([CH3:30])[CH2:2][CH2:3][N:4]1[C:12]2[C:7](=[CH:8][C:9]([O:13][CH3:14])=[CH:10][CH:11]=2)[C:6]([CH:15]=[O:16])=[C:5]1[C:17]1[C:18]([CH3:24])=[N:19][N:20]([CH3:23])[C:21]=1[CH3:22]. The yield is 0.610. (5) The reactants are B(F)(F)F.CCOCC.[OH:10][C:11]1[C:20]([CH3:21])=[C:19]2[C:14]([CH:15]=[C:16]([NH:23][C:24](=[O:33])[O:25][CH2:26][C:27]3[CH:32]=[CH:31][CH:30]=[CH:29][CH:28]=3)[C:17](=[O:22])[O:18]2)=[CH:13][C:12]=1[O:34][CH2:35][CH2:36][CH3:37].ClC(Cl)(Cl)C(=N)O[C@H:42]1[C@@H:47]2[O:48][C:49](=[O:51])[O:50][C@@H:46]2[C@@H:45]([O:52][CH3:53])[C:44]([CH3:55])([CH3:54])[O:43]1.C(N(CC)CC)C. The catalyst is C(Cl)Cl. The product is [CH3:53][O:52][C@H:45]1[C:44]([CH3:55])([CH3:54])[O:43][C@@H:42]([O:10][C:11]2[C:20]([CH3:21])=[C:19]3[C:14]([CH:15]=[C:16]([NH:23][C:24](=[O:33])[O:25][CH2:26][C:27]4[CH:32]=[CH:31][CH:30]=[CH:29][CH:28]=4)[C:17](=[O:22])[O:18]3)=[CH:13][C:12]=2[O:34][CH2:35][CH2:36][CH3:37])[C@@H:47]2[O:48][C:49](=[O:51])[O:50][C@H:46]12. The yield is 0.950. (6) The catalyst is CN(C)C=O. The product is [Cl:26][C:20]1[CH:21]=[CH:22][CH:23]=[C:24]([F:25])[C:19]=1[C:18]([NH:17][C:15]1[CH:14]=[CH:13][C:11]2[O:12][C@@H:7]([CH2:6][C:38]#[N:39])[CH2:8][N:9]([S:28]([C:31]3[CH:32]=[CH:33][C:34]([F:37])=[CH:35][CH:36]=3)(=[O:29])=[O:30])[C:10]=2[CH:16]=1)=[O:27]. The yield is 0.230. The reactants are CS(O[CH2:6][C@@H:7]1[O:12][C:11]2[CH:13]=[CH:14][C:15]([NH:17][C:18](=[O:27])[C:19]3[C:24]([F:25])=[CH:23][CH:22]=[CH:21][C:20]=3[Cl:26])=[CH:16][C:10]=2[N:9]([S:28]([C:31]2[CH:36]=[CH:35][C:34]([F:37])=[CH:33][CH:32]=2)(=[O:30])=[O:29])[CH2:8]1)(=O)=O.[C-:38]#[N:39].[K+].